This data is from Reaction yield outcomes from USPTO patents with 853,638 reactions. The task is: Predict the reaction yield, written as a fraction of the theoretical maximum amount of product (1.0 means a 100% yield; for example, 0.34 means a 34% yield). (1) The reactants are [C:1]([C:5]1[N:9]([CH2:10][CH:11]2[CH2:16][CH2:15][O:14][CH2:13][CH2:12]2)[C:8]2[CH:17]=[CH:18][C:19]([S:21](Cl)(=[O:23])=[O:22])=[CH:20][C:7]=2[N:6]=1)([CH3:4])([CH3:3])[CH3:2].[NH:25]1[CH2:30][CH2:29][CH2:28][CH2:27][CH2:26]1. The catalyst is CN(C1C=CN=CC=1)C.CC#N. The product is [C:1]([C:5]1[N:9]([CH2:10][CH:11]2[CH2:16][CH2:15][O:14][CH2:13][CH2:12]2)[C:8]2[CH:17]=[CH:18][C:19]([S:21]([N:25]3[CH2:30][CH2:29][CH2:28][CH2:27][CH2:26]3)(=[O:23])=[O:22])=[CH:20][C:7]=2[N:6]=1)([CH3:4])([CH3:3])[CH3:2]. The yield is 0.450. (2) The yield is 0.550. The reactants are [NH2:1][C:2]1[N:7]=[C:6]([NH2:8])[C:5]([OH:9])=[C:4]([CH2:10][CH3:11])[N:3]=1.O.[OH-].[Li+].[Cl:15][C:16]1[CH:17]=[C:18]2[C:23](=[CH:24][CH:25]=1)[N:22]=[CH:21][CH:20]=[C:19]2[O:26][CH2:27][CH2:28][CH2:29]Br.ClCCl. The catalyst is CN(C=O)C. The product is [NH2:1][C:2]1[N:7]=[C:6]([NH2:8])[C:5]([O:9][CH2:29][CH2:28][CH2:27][O:26][C:19]2[C:18]3[C:23](=[CH:24][CH:25]=[C:16]([Cl:15])[CH:17]=3)[N:22]=[CH:21][CH:20]=2)=[C:4]([CH2:10][CH3:11])[N:3]=1. (3) The reactants are [C:1]([O:5][CH:6]([C:11]1[N:12]([CH3:30])[C:13](=[O:29])[C:14]2[C:19]([C:20]=1[C:21]1[CH:26]=[CH:25][C:24]([CH3:27])=[C:23]([CH3:28])[CH:22]=1)=[CH:18][CH:17]=[CH:16][CH:15]=2)[C:7]([O:9][CH3:10])=[O:8])([CH3:4])([CH3:3])[CH3:2].[Br:31]Br. The catalyst is CN(C)C=O.ClCCl. The product is [Br:31][C:16]1[CH:15]=[C:14]2[C:19]([C:20]([C:21]3[CH:26]=[CH:25][C:24]([CH3:27])=[C:23]([CH3:28])[CH:22]=3)=[C:11]([CH:6]([O:5][C:1]([CH3:3])([CH3:4])[CH3:2])[C:7]([O:9][CH3:10])=[O:8])[N:12]([CH3:30])[C:13]2=[O:29])=[CH:18][CH:17]=1. The yield is 0.550. (4) The reactants are [NH2:1][CH2:2][C:3]1[CH:4]=[C:5]([CH2:9][N:10]2[C:18]3[C:13](=[C:14]([O:20][CH3:21])[C:15]([F:19])=[CH:16][CH:17]=3)[C:12]([NH:22][S:23]([C:26]3[S:27][C:28]([Cl:31])=[CH:29][CH:30]=3)(=[O:25])=[O:24])=[N:11]2)[CH:6]=[CH:7][CH:8]=1.CN(C(ON1N=NC2C=CC=NC1=2)=[N+](C)C)C.F[P-](F)(F)(F)(F)F.CCN(C(C)C)C(C)C.[C:65](O)(=[O:67])[CH3:66]. The catalyst is CN(C=O)C.CO.CS(C)=O. The product is [Cl:31][C:28]1[S:27][C:26]([S:23]([NH:22][C:12]2[C:13]3[C:18](=[CH:17][CH:16]=[C:15]([F:19])[C:14]=3[O:20][CH3:21])[N:10]([CH2:9][C:5]3[CH:4]=[C:3]([CH2:2][NH:1][C:65](=[O:67])[CH3:66])[CH:8]=[CH:7][CH:6]=3)[N:11]=2)(=[O:25])=[O:24])=[CH:30][CH:29]=1. The yield is 0.270. (5) The reactants are [CH2:1]([Li])CCC.[CH3:6][C:7]([C:9]1[CH:14]=[C:13]([N+:15]([O-:17])=[O:16])[CH:12]=[CH:11][C:10]=1[Cl:18])=O. The catalyst is [Br-].C[P+](C1C=CC=CC=1)(C1C=CC=CC=1)C1C=CC=CC=1.C1COCC1. The product is [Cl:18][C:10]1[CH:11]=[CH:12][C:13]([N+:15]([O-:17])=[O:16])=[CH:14][C:9]=1[C:7]([CH3:1])=[CH2:6]. The yield is 0.350. (6) The reactants are C([O:3][C:4]([C:6]1[CH:7]=[N:8][C:9]2[C:14]([C:15]=1[NH:16][CH2:17][C:18]1[CH:23]=[CH:22][C:21]([O:24][CH3:25])=[C:20]([Cl:26])[CH:19]=1)=[CH:13][C:12]([C:27]#[N:28])=[CH:11][CH:10]=2)=[O:5])C.C1COCC1.[OH-].[Na+].Cl. The catalyst is C(O)C.CO. The product is [Cl:26][C:20]1[CH:19]=[C:18]([CH2:17][NH:16][C:15]2[C:14]3[C:9](=[CH:10][CH:11]=[C:12]([C:27]#[N:28])[CH:13]=3)[N:8]=[CH:7][C:6]=2[C:4]([OH:5])=[O:3])[CH:23]=[CH:22][C:21]=1[O:24][CH3:25]. The yield is 1.00. (7) The reactants are [F:1][C:2]1[CH:3]=[CH:4][C:5]([NH:8][NH:9][C:10](=O)[C:11]([CH3:18])([N:13]2[CH2:17][CH2:16][CH2:15][CH2:14]2)[CH3:12])=[N:6][CH:7]=1.C1C=CC(P(C2C=CC=CC=2)C2C=CC=CC=2)=CC=1.CCN(CC)CC.ClC(Cl)(Cl)C(Cl)(Cl)Cl. The catalyst is C1COCC1. The yield is 0.860. The product is [F:1][C:2]1[CH:3]=[CH:4][C:5]2[N:6]([C:10]([C:11]([CH3:18])([N:13]3[CH2:17][CH2:16][CH2:15][CH2:14]3)[CH3:12])=[N:9][N:8]=2)[CH:7]=1.